Regression. Given a peptide amino acid sequence and an MHC pseudo amino acid sequence, predict their binding affinity value. This is MHC class I binding data. From a dataset of Peptide-MHC class I binding affinity with 185,985 pairs from IEDB/IMGT. The peptide sequence is YIGLVESVA. The MHC is HLA-B15:01 with pseudo-sequence HLA-B15:01. The binding affinity (normalized) is 0.411.